This data is from TCR-epitope binding with 47,182 pairs between 192 epitopes and 23,139 TCRs. The task is: Binary Classification. Given a T-cell receptor sequence (or CDR3 region) and an epitope sequence, predict whether binding occurs between them. (1) The epitope is LLMPILTLT. The TCR CDR3 sequence is CASSPERRAYEQYF. Result: 0 (the TCR does not bind to the epitope). (2) The TCR CDR3 sequence is CASSERVAGGSTGELFF. The epitope is KLSALGINAV. Result: 1 (the TCR binds to the epitope). (3) The epitope is IPSINVHHY. The TCR CDR3 sequence is CASSIGTGGAFGELFF. Result: 0 (the TCR does not bind to the epitope). (4) The epitope is EIYKRWII. The TCR CDR3 sequence is CASSWGPSSEQYF. Result: 0 (the TCR does not bind to the epitope). (5) The epitope is VTIAEILLI. The TCR CDR3 sequence is CASSSITTSGSPIYNEQFF. Result: 1 (the TCR binds to the epitope). (6) The epitope is HTTDPSFLGRY. The TCR CDR3 sequence is CSVEPADSYEQYF. Result: 1 (the TCR binds to the epitope). (7) The epitope is EPLPQGQLTAY. The TCR CDR3 sequence is CAISTGDGNQPQHF. Result: 1 (the TCR binds to the epitope).